This data is from Catalyst prediction with 721,799 reactions and 888 catalyst types from USPTO. The task is: Predict which catalyst facilitates the given reaction. Reactant: [Cl:1][C:2]1[CH:7]=[CH:6][C:5]([CH:8](O)[C:9]2[S:13][C:12]([C:14]#[N:15])=[CH:11][C:10]=2[I:16])=[CH:4][CH:3]=1.C(O)(C(F)(F)F)=O.C([SiH](CC)CC)C. Product: [Cl:1][C:2]1[CH:7]=[CH:6][C:5]([CH2:8][C:9]2[S:13][C:12]([C:14]#[N:15])=[CH:11][C:10]=2[I:16])=[CH:4][CH:3]=1. The catalyst class is: 4.